Task: Predict the reactants needed to synthesize the given product.. Dataset: Full USPTO retrosynthesis dataset with 1.9M reactions from patents (1976-2016) (1) Given the product [Cl:36][C:7]1[C:6]2[C:10](=[C:11]([CH3:13])[CH:12]=[C:4]([O:3][CH:2]([F:1])[F:28])[C:5]=2[C:14]([C:17]2[NH:21][C:20]3[CH:22]=[CH:23][C:24]([C:26]#[N:27])=[CH:25][C:19]=3[N:18]=2)([OH:16])[CH3:15])[NH:9][CH:8]=1, predict the reactants needed to synthesize it. The reactants are: [F:1][CH:2]([F:28])[O:3][C:4]1[C:5]([C:14]([C:17]2[NH:21][C:20]3[CH:22]=[CH:23][C:24]([C:26]#[N:27])=[CH:25][C:19]=3[N:18]=2)([OH:16])[CH3:15])=[C:6]2[C:10](=[C:11]([CH3:13])[CH:12]=1)[NH:9][CH:8]=[CH:7]2.C1C(=O)N([Cl:36])C(=O)C1. (2) Given the product [C:66](=[C:25]1[C:8]2([C:9]3[C:14](=[CH:13][CH:12]=[CH:11][CH:10]=3)[CH:15]=[CH:16][NH:7]2)[CH2:21][CH2:22][CH2:23][CH2:24]1)=[O:69], predict the reactants needed to synthesize it. The reactants are: CNCCC([N:7]1[CH2:16][CH2:15][C:14]2[C:9](=[CH:10][C:11](OC)=[C:12](OC)[CH:13]=2)[C:8]21[CH2:25][CH2:24][CH:23](C(N1CCN(C3N=CN=C4N(CC5C=CN=CC=5)N=CC=34)CC1)=O)[CH2:22][CH:21]2C1C2C(=CC(OC)=C(OC)C=2)CCN1CC)=O.[C:66](=[O:69])([O-])[O-].[K+].[K+].ClC(OCC)=O. (3) The reactants are: F[C:2]1[CH:7]=[CH:6][C:5]([N+:8]([O-:10])=[O:9])=[C:4]([O:11][CH3:12])[CH:3]=1.[CH3:13][N:14]1[CH2:19][CH2:18][N:17]([CH:20]2[CH2:25][CH2:24][NH:23][CH2:22][CH2:21]2)[CH2:16][CH2:15]1. Given the product [CH3:12][O:11][C:4]1[CH:3]=[C:2]([N:23]2[CH2:22][CH2:21][CH:20]([N:17]3[CH2:16][CH2:15][N:14]([CH3:13])[CH2:19][CH2:18]3)[CH2:25][CH2:24]2)[CH:7]=[CH:6][C:5]=1[N+:8]([O-:10])=[O:9], predict the reactants needed to synthesize it. (4) Given the product [CH2:6]([C:10]1[NH:11][C:12]2[C:17]([C:18]=1[CH:23]=[O:24])=[CH:16][C:15]([O:19][CH3:20])=[CH:14][CH:13]=2)[CH:7]([CH3:9])[CH3:8], predict the reactants needed to synthesize it. The reactants are: P(Cl)(Cl)(Cl)=O.[CH2:6]([C:10]1[NH:11][C:12]2[C:17]([CH:18]=1)=[CH:16][C:15]([O:19][CH3:20])=[CH:14][CH:13]=2)[CH:7]([CH3:9])[CH3:8].CN(C)[CH:23]=[O:24]. (5) The reactants are: [CH3:1][O:2][C:3]1[CH:8]=[C:7]([CH3:9])[C:6]([S:10]([N:13]([CH2:15][C:16]2[O:20][CH:19]=[C:18]([C:21]([OH:23])=O)[CH:17]=2)[CH3:14])(=[O:12])=[O:11])=[C:5]([CH3:24])[CH:4]=1.CCN=C=NCCCN(C)C.C1C=CC2N(O)N=NC=2C=1.CCN(C(C)C)C(C)C.Cl.Cl.[CH3:57][O:58][CH:59]1[CH2:64][CH2:63][CH2:62][N:61]([CH2:65][C:66]2[CH:71]=[CH:70][C:69]([CH2:72][NH:73][CH3:74])=[CH:68][CH:67]=2)[CH2:60]1. Given the product [CH3:1][O:2][C:3]1[CH:8]=[C:7]([CH3:9])[C:6]([S:10]([N:13]([CH2:15][C:16]2[O:20][CH:19]=[C:18]([C:21]([N:73]([CH2:72][C:69]3[CH:68]=[CH:67][C:66]([CH2:65][N:61]4[CH2:62][CH2:63][CH2:64][CH:59]([O:58][CH3:57])[CH2:60]4)=[CH:71][CH:70]=3)[CH3:74])=[O:23])[CH:17]=2)[CH3:14])(=[O:12])=[O:11])=[C:5]([CH3:24])[CH:4]=1, predict the reactants needed to synthesize it. (6) Given the product [N+:21]([C:16]1[CH:17]=[CH:18][CH:19]=[CH:20][C:15]=1[NH:11][C:1]1[C:10]2[C:5](=[CH:6][CH:7]=[CH:8][CH:9]=2)[CH:4]=[CH:3][CH:2]=1)([O-:23])=[O:22], predict the reactants needed to synthesize it. The reactants are: [C:1]1([NH2:11])[C:10]2[C:5](=[CH:6][CH:7]=[CH:8][CH:9]=2)[CH:4]=[CH:3][CH:2]=1.[H-].[Na+].F[C:15]1[CH:20]=[CH:19][CH:18]=[CH:17][C:16]=1[N+:21]([O-:23])=[O:22].